From a dataset of Forward reaction prediction with 1.9M reactions from USPTO patents (1976-2016). Predict the product of the given reaction. (1) Given the reactants [CH2:1]([O:8][C:9]1[C:24]([CH3:25])=[CH:23][C:12]([CH2:13][C@@H:14]([CH2:19][C:20]([O-])=[O:21])[C:15]([O:17][CH3:18])=[O:16])=[CH:11][C:10]=1[O:26][CH3:27])[C:2]1[CH:7]=[CH:6][CH:5]=[CH:4][CH:3]=1.[NH:28]1[CH2:33][CH2:32][CH:31]([N:34]2[CH2:40][CH2:39][C:38]3[CH:41]=[CH:42][CH:43]=[CH:44][C:37]=3[NH:36][C:35]2=[O:45])[CH2:30][CH2:29]1.CN(C)CCCN=C=NCC, predict the reaction product. The product is: [CH2:1]([O:8][C:9]1[C:24]([CH3:25])=[CH:23][C:12]([CH2:13][C@@H:14]([CH2:19][C:20](=[O:21])[N:28]2[CH2:29][CH2:30][CH:31]([N:34]3[CH2:40][CH2:39][C:38]4[CH:41]=[CH:42][CH:43]=[CH:44][C:37]=4[NH:36][C:35]3=[O:45])[CH2:32][CH2:33]2)[C:15]([O:17][CH3:18])=[O:16])=[CH:11][C:10]=1[O:26][CH3:27])[C:2]1[CH:3]=[CH:4][CH:5]=[CH:6][CH:7]=1. (2) Given the reactants [O:1]=[O+][O-].[Cl:4][C:5]1[CH:6]=[C:7]([CH3:26])[C:8]2[NH:9][C:10](=[O:25])[C:11]3[CH:21]=[C:20]([CH2:22][CH:23]=C)[CH:19]=[N:18][C:12]=3[N:13]([CH2:16][CH3:17])[C:14]=2[N:15]=1.[BH4-].[Na+].[NH4+].[Cl-], predict the reaction product. The product is: [Cl:4][C:5]1[CH:6]=[C:7]([CH3:26])[C:8]2[NH:9][C:10](=[O:25])[C:11]3[CH:21]=[C:20]([CH2:22][CH2:23][OH:1])[CH:19]=[N:18][C:12]=3[N:13]([CH2:16][CH3:17])[C:14]=2[N:15]=1. (3) Given the reactants [CH3:1][C:2]1[CH:9]=[CH:8][CH:7]=[CH:6][C:3]=1[C:4]#[N:5].[CH3:10][C:11]1[CH:16]=[CH:15][CH:14]=[CH:13][C:12]=1[Mg]Br, predict the reaction product. The product is: [C:2]1([CH3:1])[CH:9]=[CH:8][CH:7]=[CH:6][C:3]=1[C:4]([C:12]1[CH:13]=[CH:14][CH:15]=[CH:16][C:11]=1[CH3:10])=[NH:5]. (4) Given the reactants [Br:1][C:2]1[CH:10]=[C:9]2[C:5]([CH:6]=[CH:7][NH:8]2)=[CH:4][CH:3]=1.[Cl-].C[CH:13]=[N+:14]=[CH:15]C.O.[OH-].[Na+].[CH2:20](Cl)Cl, predict the reaction product. The product is: [Br:1][C:2]1[CH:10]=[C:9]2[C:5]([C:6]([CH2:13][N:14]([CH3:15])[CH3:20])=[CH:7][NH:8]2)=[CH:4][CH:3]=1. (5) Given the reactants [C:1]([C:4]1[CH:12]=[CH:11][C:7]([C:8](O)=[O:9])=[C:6]([CH3:13])[CH:5]=1)(=[O:3])[CH3:2].C(Cl)(=O)C([Cl:17])=O, predict the reaction product. The product is: [C:1]([C:4]1[CH:12]=[CH:11][C:7]([C:8]([Cl:17])=[O:9])=[C:6]([CH3:13])[CH:5]=1)(=[O:3])[CH3:2]. (6) Given the reactants C(=O)([O-])[O-].[Cs+].[Cs+].[CH3:7][O:8][C:9]1[CH:14]=[C:13](B2OC(C)(C)C(C)(C)O2)[CH:12]=[CH:11][C:10]=1[NH:24][C:25](=[O:31])[O:26][C:27]([CH3:30])([CH3:29])[CH3:28].[O:32]=[C:33]1[CH:37]=[C:36](OS(C2C=CC(C)=CC=2)(=O)=O)[CH2:35][N:34]1[C:49]([O:51][C:52]([CH3:55])([CH3:54])[CH3:53])=[O:50], predict the reaction product. The product is: [C:27]([O:26][C:25]([NH:24][C:10]1[CH:11]=[CH:12][C:13]([C:36]2[CH2:35][N:34]([C:49]([O:51][C:52]([CH3:54])([CH3:53])[CH3:55])=[O:50])[C:33](=[O:32])[CH:37]=2)=[CH:14][C:9]=1[O:8][CH3:7])=[O:31])([CH3:28])([CH3:29])[CH3:30]. (7) Given the reactants P([O-])([O-])([O-])=O.I[C:7]1[CH:8]=[C:9](/[CH:17]=[CH:18]\[C:19]2[CH:24]=[CH:23][C:22](OC)=[C:21](O)[CH:20]=2)[CH:10]=[C:11](OC)[C:12]=1OC, predict the reaction product. The product is: [C:9]1(/[CH:17]=[CH:18]\[C:19]2[CH:20]=[CH:21][CH:22]=[CH:23][CH:24]=2)[CH:10]=[CH:11][CH:12]=[CH:7][CH:8]=1. (8) Given the reactants Cl.[Br:2][C:3]1[CH:8]=[C:7]2[NH:9][C:10](=[O:17])[C:11]3([CH2:16][CH2:15][NH:14][CH2:13][CH2:12]3)[C:6]2=[CH:5][CH:4]=1.[C:18](O[C:18]([O:20][C:21]([CH3:24])([CH3:23])[CH3:22])=[O:19])([O:20][C:21]([CH3:24])([CH3:23])[CH3:22])=[O:19], predict the reaction product. The product is: [Br:2][C:3]1[CH:8]=[C:7]2[NH:9][C:10](=[O:17])[C:11]3([CH2:12][CH2:13][N:14]([C:18]([O:20][C:21]([CH3:24])([CH3:23])[CH3:22])=[O:19])[CH2:15][CH2:16]3)[C:6]2=[CH:5][CH:4]=1. (9) Given the reactants Br[CH2:2][C:3]([C:5]1[C:10]([CH3:11])=[CH:9][C:8]([O:12][CH2:13][CH3:14])=[CH:7][C:6]=1[CH3:15])=O.[NH2:16][C:17]([NH2:19])=[S:18], predict the reaction product. The product is: [CH2:13]([O:12][C:8]1[CH:9]=[C:10]([CH3:11])[C:5]([C:3]2[N:16]=[C:17]([NH2:19])[S:18][CH:2]=2)=[C:6]([CH3:15])[CH:7]=1)[CH3:14]. (10) Given the reactants N[C:2]1[S:3][C:4]([C:12]2[CH:17]=[CH:16][CH:15]=[CH:14][CH:13]=2)=[C:5]([C:7]([O:9][CH2:10][CH3:11])=[O:8])[N:6]=1.S(=O)(=O)(O)O.N([O-])=O.[Na+].[C:27]([Cu])#[N:28].[C-]#N.[Na+].C([O-])(O)=O.[Na+], predict the reaction product. The product is: [C:27]([C:2]1[S:3][C:4]([C:12]2[CH:17]=[CH:16][CH:15]=[CH:14][CH:13]=2)=[C:5]([C:7]([O:9][CH2:10][CH3:11])=[O:8])[N:6]=1)#[N:28].